Dataset: Reaction yield outcomes from USPTO patents with 853,638 reactions. Task: Predict the reaction yield, written as a fraction of the theoretical maximum amount of product (1.0 means a 100% yield; for example, 0.34 means a 34% yield). The reactants are [CH3:1][O:2][C:3]1[CH:4]=[C:5]2[C:10](=[CH:11][C:12]=1[O:13][CH3:14])[N:9]=[CH:8][N:7]=[C:6]2[O:15][C:16]1[CH:22]=[CH:21][C:19]([NH2:20])=[C:18]([CH3:23])[CH:17]=1.ClC(Cl)(O[C:28](=[O:34])OC(Cl)(Cl)Cl)Cl.[CH2:36]([NH2:40])[CH2:37][CH2:38][CH3:39].CO. The catalyst is C(Cl)(Cl)Cl.C(N(CC)CC)C. The product is [CH2:36]([NH:40][C:28]([NH:20][C:19]1[CH:21]=[CH:22][C:16]([O:15][C:6]2[C:5]3[C:10](=[CH:11][C:12]([O:13][CH3:14])=[C:3]([O:2][CH3:1])[CH:4]=3)[N:9]=[CH:8][N:7]=2)=[CH:17][C:18]=1[CH3:23])=[O:34])[CH2:37][CH2:38][CH3:39]. The yield is 0.560.